Dataset: Full USPTO retrosynthesis dataset with 1.9M reactions from patents (1976-2016). Task: Predict the reactants needed to synthesize the given product. (1) Given the product [CH3:1][N:2]1[C:6]([C:7]([NH:22][C:23]2[CH:45]=[CH:44][CH:43]=[C:25]([O:26][C:27]3[CH:28]=[CH:29][C:30]4[N:31]([CH:33]=[C:11]([NH:12][C:13](=[O:14])[CH2:16][CH3:17])[N:35]=4)[N:32]=3)[CH:24]=2)=[O:9])=[CH:5][C:4]([CH3:10])=[N:3]1, predict the reactants needed to synthesize it. The reactants are: [CH3:1][N:2]1[C:6]([C:7]([OH:9])=O)=[CH:5][C:4]([CH3:10])=[N:3]1.[CH3:11][N:12](C)[CH:13]=[O:14].[C:16](Cl)(=O)[C:17](Cl)=O.[NH2:22][C:23]1[CH:24]=[C:25]([CH:43]=[CH:44][CH:45]=1)[O:26][C:27]1[CH:28]=[CH:29][C:30]2[N:31]([CH:33]=C(CCC(NC=O)=O)[N:35]=2)[N:32]=1. (2) Given the product [Br:1][C:2]1[CH:3]=[CH:4][C:5]2[O:9][C:8]([C:10]([OH:12])=[O:11])=[C:7]([CH3:15])[C:6]=2[C:16]=1[O:17][CH:18]([CH3:20])[CH3:19], predict the reactants needed to synthesize it. The reactants are: [Br:1][C:2]1[CH:3]=[CH:4][C:5]2[O:9][C:8]([C:10]([O:12]CC)=[O:11])=[C:7]([CH3:15])[C:6]=2[C:16]=1[O:17][CH:18]([CH3:20])[CH3:19]. (3) Given the product [Cl:1][C:2]1[CH:3]=[C:4]([C:12]2[N:16]=[C:15]([C:17]3[CH:22]=[CH:21][C:20]([O:23][CH2:24][CH:25]([OH:26])[CH2:29][OH:28])=[CH:19][CH:18]=3)[O:14][N:13]=2)[CH:5]=[CH:6][C:7]=1[O:8][CH:9]([CH3:10])[CH3:11], predict the reactants needed to synthesize it. The reactants are: [Cl:1][C:2]1[CH:3]=[C:4]([C:12]2[N:16]=[C:15]([C:17]3[CH:22]=[CH:21][C:20]([O:23][CH2:24][CH:25]4[CH2:29][O:28]C(C)(C)[O:26]4)=[CH:19][CH:18]=3)[O:14][N:13]=2)[CH:5]=[CH:6][C:7]=1[O:8][CH:9]([CH3:11])[CH3:10].O.C1(C)C=CC(S(O)(=O)=O)=CC=1. (4) Given the product [C:27]([N:24]1[CH2:25][CH2:26][CH:22]([N:16]2[CH:17]=[C:18]([C:19]([NH2:21])=[O:20])[C:14]([C:11]3[CH:12]=[CH:13][C:8]([O:1][C:2]4[CH:7]=[CH:6][CH:5]=[CH:4][CH:3]=4)=[CH:9][CH:10]=3)=[N:15]2)[CH2:23]1)(=[O:30])[CH:28]=[CH2:29], predict the reactants needed to synthesize it. The reactants are: [O:1]([C:8]1[CH:13]=[CH:12][C:11]([C:14]2[C:18]([C:19]([NH2:21])=[O:20])=[CH:17][N:16]([CH:22]3[CH2:26][CH2:25][NH:24][CH2:23]3)[N:15]=2)=[CH:10][CH:9]=1)[C:2]1[CH:7]=[CH:6][CH:5]=[CH:4][CH:3]=1.[C:27](Cl)(=[O:30])[CH:28]=[CH2:29]. (5) Given the product [C:9]([O:13][C:14]([NH:16][C@@H:17]1[CH2:22][CH2:21][CH2:20][N:19]([C:23]2[N:24]([CH2:42][C:43]3[CH:48]=[CH:47][CH:46]=[CH:45][C:44]=3[Cl:49])[C:25]([C:29]([N:31]([CH3:1])[C:32]3[CH:41]=[CH:40][CH:39]=[CH:38][C:33]=3[C:34]([O:36][CH3:37])=[O:35])=[O:30])=[C:26]([I:28])[N:27]=2)[CH2:18]1)=[O:15])([CH3:12])([CH3:10])[CH3:11], predict the reactants needed to synthesize it. The reactants are: [C:1](=O)([O-])[O-].[K+].[K+].CI.[C:9]([O:13][C:14]([NH:16][C@@H:17]1[CH2:22][CH2:21][CH2:20][N:19]([C:23]2[N:24]([CH2:42][C:43]3[CH:48]=[CH:47][CH:46]=[CH:45][C:44]=3[Cl:49])[C:25]([C:29]([NH:31][C:32]3[CH:41]=[CH:40][CH:39]=[CH:38][C:33]=3[C:34]([O:36][CH3:37])=[O:35])=[O:30])=[C:26]([I:28])[N:27]=2)[CH2:18]1)=[O:15])([CH3:12])([CH3:11])[CH3:10].[Cl-].[Na+]. (6) Given the product [NH2:44][C:41]1[N:42]=[CH:43][C:38]([C:2]2[N:3]=[C:4]([N:24]3[CH2:29][CH2:28][O:27][CH2:26][CH2:25]3)[C:5]3[S:10][C:9]([C:11]4[CH:12]=[C:13]([CH2:17][NH:18][C:19](=[O:23])[C@@H:20]([OH:22])[CH3:21])[CH:14]=[CH:15][CH:16]=4)=[CH:8][C:6]=3[N:7]=2)=[CH:39][N:40]=1, predict the reactants needed to synthesize it. The reactants are: Cl[C:2]1[N:3]=[C:4]([N:24]2[CH2:29][CH2:28][O:27][CH2:26][CH2:25]2)[C:5]2[S:10][C:9]([C:11]3[CH:12]=[C:13]([CH2:17][NH:18][C:19](=[O:23])[C@@H:20]([OH:22])[CH3:21])[CH:14]=[CH:15][CH:16]=3)=[CH:8][C:6]=2[N:7]=1.CC1(C)C(C)(C)OB([C:38]2[CH:39]=[N:40][C:41]([NH2:44])=[N:42][CH:43]=2)O1. (7) Given the product [CH3:26][O:27][C:23]1[CH:24]=[CH:2][C:3]2[C:4]([CH2:1][CH2:5][O:6][C:7]3[CH:15]=[CH:14][CH:13]=[C:12]4[C:8]=3[CH:9]=[C:10]([C:16]([OH:18])=[O:17])[NH:11]4)=[CH:19][O:20][C:21]=2[CH:22]=1, predict the reactants needed to synthesize it. The reactants are: [CH:1]1([CH2:5][O:6][C:7]2[CH:15]=[CH:14][CH:13]=[C:12]3[C:8]=2[CH:9]=[C:10]([C:16]([OH:18])=[O:17])[NH:11]3)[CH2:4][CH2:3][CH2:2]1.[CH3:19][O:20][C:21]1C=C[C:24]2C(CCO)=[CH:26][O:27][C:23]=2[CH:22]=1.C(OC(C1NC2C(C=1)=C(O)C=CC=2)=O)C. (8) Given the product [F:11][C:9]1[N:8]=[C:7]2[C:3]([N:4]=[CH:5][N:6]2[CH:12]([CH3:14])[CH3:13])=[C:2]([NH:21][C:19]2[CH:18]=[N:17][N:16]([CH3:15])[CH:20]=2)[N:10]=1, predict the reactants needed to synthesize it. The reactants are: Cl[C:2]1[N:10]=[C:9]([F:11])[N:8]=[C:7]2[C:3]=1[N:4]=[CH:5][N:6]2[CH:12]([CH3:14])[CH3:13].[CH3:15][N:16]1[CH:20]=[C:19]([NH2:21])[CH:18]=[N:17]1.CCN(C(C)C)C(C)C. (9) Given the product [CH2:25]([O:27][C:28]([C:30]1([C:33]2[CH:38]=[CH:37][C:36]([C:19]3[CH:20]=[CH:21][C:16]([C:15]4[O:14][N:13]=[C:12]([CH3:23])[C:11]=4[NH:10][C:9]([O:8][CH2:1][C:2]4[CH:7]=[CH:6][CH:5]=[CH:4][CH:3]=4)=[O:24])=[CH:17][CH:18]=3)=[CH:35][CH:34]=2)[CH2:31][CH2:32]1)=[O:29])[CH3:26], predict the reactants needed to synthesize it. The reactants are: [CH2:1]([O:8][C:9](=[O:24])[NH:10][C:11]1[C:12]([CH3:23])=[N:13][O:14][C:15]=1[C:16]1[CH:21]=[CH:20][C:19](Br)=[CH:18][CH:17]=1)[C:2]1[CH:7]=[CH:6][CH:5]=[CH:4][CH:3]=1.[CH2:25]([O:27][C:28]([C:30]1([C:33]2[CH:38]=[CH:37][C:36](B3OC(C)(C)C(C)(C)O3)=[CH:35][CH:34]=2)[CH2:32][CH2:31]1)=[O:29])[CH3:26].